From a dataset of Reaction yield outcomes from USPTO patents with 853,638 reactions. Predict the reaction yield, written as a fraction of the theoretical maximum amount of product (1.0 means a 100% yield; for example, 0.34 means a 34% yield). (1) The reactants are [Br:1][C:2]1[CH:3]=[C:4]2[C:10]([C:11]([N:13]([O:15][CH3:16])[CH3:14])=[O:12])=[N:9][NH:8][C:5]2=[N:6][CH:7]=1.[O:17]1[CH:22]=[CH:21][CH2:20][CH2:19][CH2:18]1.CC1C=CC(S([O-])(=O)=O)=CC=1.C1C=C[NH+]=CC=1. The catalyst is C(Cl)Cl. The product is [Br:1][C:2]1[CH:3]=[C:4]2[C:10]([C:11]([N:13]([O:15][CH3:16])[CH3:14])=[O:12])=[N:9][N:8]([CH:18]3[CH2:19][CH2:20][CH2:21][CH2:22][O:17]3)[C:5]2=[N:6][CH:7]=1. The yield is 0.930. (2) The reactants are [CH:1]1([O:7][CH:8](C)[CH2:9][OH:10])[CH2:6][CH2:5][CH2:4][CH2:3][CH2:2]1.[Br:12][C:13]1[CH:18]=[CH:17][C:16]([S:19](Cl)(=[O:21])=[O:20])=[CH:15][CH:14]=1. The catalyst is C(N(CC)CC)C.ClCCl. The product is [Br:12][C:13]1[CH:18]=[CH:17][C:16]([S:19]([O:10][CH2:9][CH2:8][O:7][CH:1]2[CH2:6][CH2:5][CH2:4][CH2:3][CH2:2]2)(=[O:21])=[O:20])=[CH:15][CH:14]=1. The yield is 0.800. (3) The reactants are NCCCC(NC1C=C2C(=CC=1)N=CN=C2NC1C=CC(OCC2C=CC=C(F)C=2)=C(Cl)C=1)=O.C(OC(=O)[NH:41][CH2:42][CH2:43][CH2:44][C:45](=[O:66])[NH:46][C:47]1[CH:48]=[C:49]2[C:54](=[CH:55][CH:56]=1)[N:53]=[CH:52][N:51]=[C:50]2[NH:57][C:58]1[CH:63]=[CH:62][C:61]([F:64])=[C:60]([Cl:65])[CH:59]=1)(C)(C)C. No catalyst specified. The product is [NH2:41][CH2:42][CH2:43][CH2:44][C:45]([NH:46][C:47]1[CH:48]=[C:49]2[C:54](=[CH:55][CH:56]=1)[N:53]=[CH:52][N:51]=[C:50]2[NH:57][C:58]1[CH:63]=[CH:62][C:61]([F:64])=[C:60]([Cl:65])[CH:59]=1)=[O:66]. The yield is 0.960. (4) The reactants are [O:1]1[CH:5]=[CH:4][CH:3]=[C:2]1[CH2:6][CH2:7][NH2:8].[C:9](OC(=O)C)(=[O:11])[CH3:10]. No catalyst specified. The product is [O:1]1[CH:5]=[CH:4][CH:3]=[C:2]1[CH2:6][CH2:7][NH:8][C:9](=[O:11])[CH3:10]. The yield is 0.410.